The task is: Predict the product of the given reaction.. This data is from Forward reaction prediction with 1.9M reactions from USPTO patents (1976-2016). The product is: [CH:1]1([CH2:7][N:8]([CH2:9][C:10]2[CH:15]=[CH:14][C:13]([F:16])=[CH:12][C:11]=2[F:17])[C:29](=[O:30])[CH2:28][O:27][C:26]2[CH:25]=[CH:24][C:23]([CH2:22][C@H:21]([O:20][CH2:18][CH3:19])[C:34]([O:36][CH2:37][CH3:38])=[O:35])=[CH:33][CH:32]=2)[CH2:6][CH2:5][CH2:4][CH2:3][CH2:2]1. Given the reactants [CH:1]1([CH2:7][NH:8][CH2:9][C:10]2[CH:15]=[CH:14][C:13]([F:16])=[CH:12][C:11]=2[F:17])[CH2:6][CH2:5][CH2:4][CH2:3][CH2:2]1.[CH2:18]([O:20][C@H:21]([C:34]([O:36][CH2:37][CH3:38])=[O:35])[CH2:22][C:23]1[CH:33]=[CH:32][C:26]([O:27][CH2:28][C:29](O)=[O:30])=[CH:25][CH:24]=1)[CH3:19].C(N(CC)C(C)C)(C)C.F[B-](F)(F)F.N1(OC(N(C)C)=[N+](C)C)C2C=CC=CC=2N=N1, predict the reaction product.